Dataset: TCR-epitope binding with 47,182 pairs between 192 epitopes and 23,139 TCRs. Task: Binary Classification. Given a T-cell receptor sequence (or CDR3 region) and an epitope sequence, predict whether binding occurs between them. The epitope is KLVALGINAV. The TCR CDR3 sequence is CASSSSLASTDTQYF. Result: 0 (the TCR does not bind to the epitope).